From a dataset of Full USPTO retrosynthesis dataset with 1.9M reactions from patents (1976-2016). Predict the reactants needed to synthesize the given product. (1) The reactants are: [NH2:1][C:2]1[CH:7]=[C:6]([S:8]([C:11]2[CH:16]=[CH:15][CH:14]=[CH:13][CH:12]=2)(=[O:10])=[O:9])[CH:5]=[CH:4][C:3]=1[OH:17].C([O-])(O)=O.[Na+].Cl[CH2:24][C:25](Cl)=[O:26].C([O-])([O-])=O.[K+].[K+]. Given the product [C:11]1([S:8]([C:6]2[CH:5]=[CH:4][C:3]3[O:17][CH2:24][C:25](=[O:26])[NH:1][C:2]=3[CH:7]=2)(=[O:10])=[O:9])[CH:16]=[CH:15][CH:14]=[CH:13][CH:12]=1, predict the reactants needed to synthesize it. (2) Given the product [CH3:1][C:2]1([CH3:12])[O:6][C@@H:5]2[O:7][C@H:8]([CH:10]=[O:11])[CH2:9][C@@H:4]2[O:3]1, predict the reactants needed to synthesize it. The reactants are: [CH3:1][C:2]1([CH3:12])[O:6][C@@H:5]2[O:7][C@H:8]([CH2:10][OH:11])[CH2:9][C@@H:4]2[O:3]1.CC(OI1(OC(C)=O)(OC(C)=O)OC(=O)C2C=CC=CC1=2)=O. (3) The reactants are: Cl.[O:2]1[CH:6]=[CH:5][N:4]=[C:3]1[C:7]([CH:9]1[CH2:14][CH2:13][NH:12][CH2:11][CH2:10]1)=[O:8].C([O-])([O-])=O.[K+].[K+].Br[CH:22]([C:24]1[CH:29]=[CH:28][CH:27]=[CH:26][CH:25]=1)[CH3:23]. Given the product [O:2]1[CH:6]=[CH:5][N:4]=[C:3]1[C:7]([CH:9]1[CH2:14][CH2:13][N:12]([CH:22]([C:24]2[CH:29]=[CH:28][CH:27]=[CH:26][CH:25]=2)[CH3:23])[CH2:11][CH2:10]1)=[O:8], predict the reactants needed to synthesize it.